From a dataset of Reaction yield outcomes from USPTO patents with 853,638 reactions. Predict the reaction yield, written as a fraction of the theoretical maximum amount of product (1.0 means a 100% yield; for example, 0.34 means a 34% yield). The reactants are [NH2:1][C:2]1[N:3]([C:8]2[C:17]3[C:12](=[CH:13][CH:14]=[CH:15][CH:16]=3)[C:11]([CH:18]3[CH2:20][CH2:19]3)=[CH:10][CH:9]=2)[C:4]([SH:7])=[N:5][N:6]=1.[Cl:21][C:22]1[CH:23]=[C:24]([CH:28]=[CH:29][C:30]=1[NH:31][C:32](=[O:35])[CH2:33]Cl)[C:25]([OH:27])=[O:26].O. The catalyst is CN(C=O)C. The product is [NH2:1][C:2]1[N:3]([C:8]2[C:17]3[C:12](=[CH:13][CH:14]=[CH:15][CH:16]=3)[C:11]([CH:18]3[CH2:20][CH2:19]3)=[CH:10][CH:9]=2)[C:4]([S:7][CH2:33][C:32]([NH:31][C:30]2[CH:29]=[CH:28][C:24]([C:25]([OH:27])=[O:26])=[CH:23][C:22]=2[Cl:21])=[O:35])=[N:5][N:6]=1. The yield is 0.750.